Dataset: TCR-epitope binding with 47,182 pairs between 192 epitopes and 23,139 TCRs. Task: Binary Classification. Given a T-cell receptor sequence (or CDR3 region) and an epitope sequence, predict whether binding occurs between them. (1) The epitope is LLALHRSYL. The TCR CDR3 sequence is CASSLAFGDIEETQYF. Result: 0 (the TCR does not bind to the epitope). (2) The epitope is LPRRSGAAGA. The TCR CDR3 sequence is CASSRDSTGELFF. Result: 1 (the TCR binds to the epitope). (3) The epitope is LLLGIGILV. The TCR CDR3 sequence is CASSQGSPVYEQYF. Result: 0 (the TCR does not bind to the epitope). (4) The epitope is ATDALMTGY. The TCR CDR3 sequence is CASNMLSTDTQYF. Result: 0 (the TCR does not bind to the epitope).